From a dataset of CYP1A2 inhibition data for predicting drug metabolism from PubChem BioAssay. Regression/Classification. Given a drug SMILES string, predict its absorption, distribution, metabolism, or excretion properties. Task type varies by dataset: regression for continuous measurements (e.g., permeability, clearance, half-life) or binary classification for categorical outcomes (e.g., BBB penetration, CYP inhibition). Dataset: cyp1a2_veith. (1) The compound is CCCCCn1c(N)c(C(=O)NCc2cccs2)c2nc3ccccc3nc21. The result is 1 (inhibitor). (2) The compound is COCCn1c(=O)c(-c2ccc(Cl)cc2)nc2cnc(Oc3ccccc3)nc21. The result is 1 (inhibitor).